Task: Predict the reaction yield, written as a fraction of the theoretical maximum amount of product (1.0 means a 100% yield; for example, 0.34 means a 34% yield).. Dataset: Reaction yield outcomes from USPTO patents with 853,638 reactions (1) The reactants are [H-].[Na+].[CH2:3]([O:6][C:7]1[CH:17]=[CH:16][C:10]([C:11]([O:13][CH2:14][CH3:15])=[O:12])=[CH:9][C:8]=1[CH:18]=O)[CH:4]=[CH2:5].[CH2:20]1COCC1. The catalyst is [Br-].C[P+](C1C=CC=CC=1)(C1C=CC=CC=1)C1C=CC=CC=1.CCOC(C)=O. The product is [CH2:3]([O:6][C:7]1[CH:17]=[CH:16][C:10]([C:11]([O:13][CH2:14][CH3:15])=[O:12])=[CH:9][C:8]=1[CH:18]=[CH2:20])[CH:4]=[CH2:5]. The yield is 0.790. (2) The reactants are Br[C:2]1[CH:7]=[CH:6][C:5]([O:8][CH3:9])=[CH:4][C:3]=1[O:10][CH3:11].C1(P(C2C=CC=CC=2)C2C=CC=CC=2)C=CC=CC=1.[CH2:31]([OH:35])[CH2:32][C:33]#[CH:34]. The catalyst is C(NCC)C.[Pd](Cl)Cl.[Cu]I. The product is [CH3:11][O:10][C:3]1[CH:4]=[C:5]([O:8][CH3:9])[CH:6]=[CH:7][C:2]=1[C:34]#[C:33][CH2:32][CH2:31][OH:35]. The yield is 0.240. (3) The reactants are [NH2:1][C:2]1[N:3]=[C:4]([Cl:24])[C:5]2[C:11](=[O:12])[CH2:10][CH2:9][N:8]([CH2:13][C:14]3[C:19]([CH3:20])=[C:18]([O:21][CH3:22])[C:17]([CH3:23])=[CH:16][N:15]=3)[C:6]=2[N:7]=1.C(=O)([O-])[O-].[Cs+].[Cs+].[CH:31]1([CH:36]=[O:37])[CH2:35][CH2:34][CH2:33][CH2:32]1. The catalyst is CS(C)=O.C(OCC)(=O)C.[NH4+].[Cl-]. The product is [NH2:1][C:2]1[N:3]=[C:4]([Cl:24])[C:5]2[C:11](=[O:12])[CH:10]([CH:36]([CH:31]3[CH2:35][CH2:34][CH2:33][CH2:32]3)[OH:37])[CH2:9][N:8]([CH2:13][C:14]3[C:19]([CH3:20])=[C:18]([O:21][CH3:22])[C:17]([CH3:23])=[CH:16][N:15]=3)[C:6]=2[N:7]=1. The yield is 0.530. (4) The reactants are [F:1][C:2]1[C:7]2[O:8][CH2:9][CH2:10][NH:11][C:6]=2[CH:5]=[C:4]([B:12]2[O:16][C:15]([CH3:18])([CH3:17])[C:14]([CH3:20])([CH3:19])[O:13]2)[CH:3]=1.C([O-])([O-])=O.[K+].[K+].N#N.[CH2:29](Br)[CH:30]=[CH2:31]. The catalyst is CN(C=O)C.O. The product is [CH2:31]([N:11]1[CH2:10][CH2:9][O:8][C:7]2[C:2]([F:1])=[CH:3][C:4]([B:12]3[O:16][C:15]([CH3:18])([CH3:17])[C:14]([CH3:20])([CH3:19])[O:13]3)=[CH:5][C:6]1=2)[CH:30]=[CH2:29]. The yield is 0.770. (5) The reactants are [NH2:1][CH2:2][C:3]([C:6]1[NH:7][C:8]2[C:13]([CH:14]=1)=[CH:12][C:11]([NH:15][C:16]([C:18]1([C:21]3[CH:29]=[CH:28][C:24]4[O:25][CH2:26][O:27][C:23]=4[CH:22]=3)[CH2:20][CH2:19]1)=[O:17])=[CH:10][CH:9]=2)([CH3:5])[CH3:4].N1C=CC=CC=1.[C:36](OC(=O)C)(=[O:38])[CH3:37].O. The catalyst is ClCCl. The product is [C:36]([NH:1][CH2:2][C:3]([C:6]1[NH:7][C:8]2[C:13]([CH:14]=1)=[CH:12][C:11]([NH:15][C:16]([C:18]1([C:21]3[CH:29]=[CH:28][C:24]4[O:25][CH2:26][O:27][C:23]=4[CH:22]=3)[CH2:20][CH2:19]1)=[O:17])=[CH:10][CH:9]=2)([CH3:4])[CH3:5])(=[O:38])[CH3:37]. The yield is 0.730. (6) The reactants are [C:1]([NH:6][NH2:7])(=O)[CH2:2][CH2:3][CH3:4].[NH:8]=[C:9]([CH2:15][CH2:16][CH3:17])C(OCC)=O.[CH3:18]O. No catalyst specified. The product is [CH2:2]([C:1]1[NH:6][N:7]=[C:9]([CH2:15][CH2:16][CH3:17])[N:8]=1)[CH2:3][CH2:4][CH3:18]. The yield is 0.850.